Predict the reactants needed to synthesize the given product. From a dataset of Full USPTO retrosynthesis dataset with 1.9M reactions from patents (1976-2016). (1) Given the product [F:1][C:2]1[C:17]([CH3:18])=[CH:16][C:5]2[N:6]([CH:10]3[CH2:11][CH2:12][N:13]([C:26]4([C:27]#[N:28])[CH2:30][CH2:36][O:31][CH2:32][CH2:25]4)[CH2:14][CH2:15]3)[C:7](=[O:9])[O:8][C:4]=2[CH:3]=1, predict the reactants needed to synthesize it. The reactants are: [F:1][C:2]1[C:17]([CH3:18])=[CH:16][C:5]2[N:6]([CH:10]3[CH2:15][CH2:14][NH:13][CH2:12][CH2:11]3)[C:7](=[O:9])[O:8][C:4]=2[CH:3]=1.S([O-])([O-])(=O)=O.[Mg+2].[CH3:25][C:26]([CH3:30])(O)[C:27]#[N:28].[O:31]1[CH2:36]CC(=O)C[CH2:32]1. (2) The reactants are: [S:1]([N:11]1[CH:15]=[CH:14][C:13]([C:16]([O:18][C:19]([CH3:22])([CH3:21])[CH3:20])=[O:17])=[CH:12]1)([C:4]1[CH:10]=[CH:9][C:7]([CH3:8])=[CH:6][CH:5]=1)(=[O:3])=[O:2].[CH:23](=[N:25]/[S@:26]([C:28]([CH3:31])([CH3:30])[CH3:29])=[O:27])\[CH3:24]. Given the product [CH3:29][C:28]([CH3:31])([S@@:26]([NH:25][C@@H:23]([C:12]1[N:11]([S:1]([C:4]2[CH:5]=[CH:6][C:7]([CH3:8])=[CH:9][CH:10]=2)(=[O:2])=[O:3])[CH:15]=[CH:14][C:13]=1[C:16]([O:18][C:19]([CH3:22])([CH3:21])[CH3:20])=[O:17])[CH3:24])=[O:27])[CH3:30], predict the reactants needed to synthesize it. (3) Given the product [F:1][C:2]1[CH:7]=[CH:6][C:5]([C:8]2[N:23]([CH2:24][CH2:25][C@H:26]3[O:31][C:30]4([CH2:36][CH2:35][CH2:34][CH2:33][CH2:32]4)[O:29][C@@H:28]([CH2:37][C:38]([O:40][C:41]([CH3:44])([CH3:43])[CH3:42])=[O:39])[CH2:27]3)[C:11]([CH:12]([CH3:14])[CH3:13])=[CH:10][C:9]=2[C:16]2[CH:21]=[CH:20][CH:19]=[CH:18][CH:17]=2)=[CH:4][CH:3]=1, predict the reactants needed to synthesize it. The reactants are: [F:1][C:2]1[CH:7]=[CH:6][C:5]([C:8](=O)[CH:9]([C:16]2[CH:21]=[CH:20][CH:19]=[CH:18][CH:17]=2)[CH2:10][C:11](=O)[CH:12]([CH3:14])[CH3:13])=[CH:4][CH:3]=1.[NH2:23][CH2:24][CH2:25][C@H:26]1[O:31][C:30]2([CH2:36][CH2:35][CH2:34][CH2:33][CH2:32]2)[O:29][C@@H:28]([CH2:37][C:38]([O:40][C:41]([CH3:44])([CH3:43])[CH3:42])=[O:39])[CH2:27]1. (4) Given the product [CH3:14][C:5]1[CH:6]=[CH:7][CH:8]=[C:9]2[C:4]=1[N:3]=[C:2]([C:17]1[CH:16]=[N:15][CH:20]=[CH:19][CH:18]=1)[C:11]([CH2:12][S:34][C:35]1[N:43]=[CH:42][N:41]=[C:40]3[C:36]=1[NH:37][CH:38]=[N:39]3)=[CH:10]2, predict the reactants needed to synthesize it. The reactants are: Cl[C:2]1[C:11]([CH2:12]O)=[CH:10][C:9]2[C:4](=[C:5]([CH3:14])[CH:6]=[CH:7][CH:8]=2)[N:3]=1.[N:15]1[CH:20]=[CH:19][CH:18]=[C:17](B(O)O)[CH:16]=1.C([O-])([O-])=O.[K+].[K+].P(Br)(Br)Br.[SH:34][C:35]1[N:43]=[CH:42][N:41]=[C:40]2[C:36]=1[NH:37][CH:38]=[N:39]2. (5) Given the product [Cl:60][C:47]1[C:46]2[C:41]([NH:40][C:38]([CH:35]3[CH2:36][CH2:37]3)=[O:39])=[N:42][CH:43]=[CH:44][C:45]=2[NH:49][CH:48]=1, predict the reactants needed to synthesize it. The reactants are: NC1C2C(Cl)=CN(C(OCC3C=CC=CC=3)=O)C=2C=CN=1.C(N(CC)CC)C.C1(C(Cl)=O)CC1.[CH:35]1([C:38]([NH:40][C:41]2[C:46]3[C:47]([Cl:60])=[CH:48][N:49](C(OCC4C=CC=CC=4)=O)[C:45]=3[CH:44]=[CH:43][N:42]=2)=[O:39])[CH2:37][CH2:36]1.C(=O)([O-])[O-].[K+].[K+]. (6) The reactants are: [C:1]1([C:15]([O-])=[C:11]([N+:12]([O-:14])=[O:13])[CH:10]=[C:6]([N+:7]([O-:9])=[O:8])[CH:5]=1)[N+:2]([O-:4])=[O:3].[NH4+:17].P([O-])([O-])(O)=O.[NH4+].[NH4+].O. Given the product [CH:5]1[C:1]([N+:2]([O-:4])=[O:3])=[C:15]([NH2:17])[C:11]([N+:12]([O-:14])=[O:13])=[CH:10][C:6]=1[N+:7]([O-:9])=[O:8], predict the reactants needed to synthesize it. (7) Given the product [NH2:7][C@H:8]([CH2:24][C:25]1[CH:30]=[CH:29][CH:28]=[CH:27][C:26]=1[F:31])[CH2:9][C:10]([NH:11][CH:12]1[CH2:21][C:20]2[C:15](=[CH:16][CH:17]=[CH:18][CH:19]=2)[NH:14][C:13]1=[O:22])=[O:23], predict the reactants needed to synthesize it. The reactants are: C(OC(=O)[NH:7][C@H:8]([CH2:24][C:25]1[CH:30]=[CH:29][CH:28]=[CH:27][C:26]=1[F:31])[CH2:9][C:10](=[O:23])[NH:11][CH:12]1[CH2:21][C:20]2[C:15](=[CH:16][CH:17]=[CH:18][CH:19]=2)[NH:14][C:13]1=[O:22])(C)(C)C.Cl. (8) Given the product [CH:14]([C:17]1[CH:26]=[CH:25][C:24]([CH3:27])=[C:23]2[C:19](=[C:20]([CH3:30])[CH:21]=[C:22]2/[CH:28]=[C:9]2/[C:10](=[O:11])/[C:12](=[CH:28]/[C:22]3[C:23]4[C:19]([CH:18]=[C:17]([CH:14]([CH3:15])[CH3:16])[CH:26]=[CH:25][C:24]=4[CH3:27])=[C:20]([CH3:30])[CH:21]=3)/[O:13][C:4]3[CH:3]=[C:2]([CH3:1])[CH:7]=[CH:6][C:5]=3[O:8]/2)[CH:18]=1)([CH3:16])[CH3:15], predict the reactants needed to synthesize it. The reactants are: [CH3:1][C:2]1[CH:7]=[CH:6][C:5]2[O:8][CH2:9][C:10]([CH2:12][O:13][C:4]=2[CH:3]=1)=[O:11].[CH:14]([C:17]1[CH:26]=[CH:25][C:24]([CH3:27])=[C:23]2[C:19](=[C:20]([CH3:30])[CH:21]=[C:22]2[CH:28]=O)[CH:18]=1)([CH3:16])[CH3:15]. (9) Given the product [C:1]([C:5]1[CH:6]=[CH:7][C:8]([CH2:9][N:10]2[C:35](=[O:36])[N:37]([CH2:38][CH3:39])[C:12]([CH2:13][CH2:14][CH2:15][C:16]3[CH:21]=[CH:20][N:19]=[C:18]([C:22]4[CH:27]=[CH:26][C:25]([O:28][CH2:29][CH3:30])=[C:24]([CH2:31][C:32]#[N:33])[CH:23]=4)[N:17]=3)=[N:11]2)=[CH:40][CH:41]=1)([CH3:4])([CH3:3])[CH3:2], predict the reactants needed to synthesize it. The reactants are: [C:1]([C:5]1[CH:41]=[CH:40][C:8]([CH2:9][N:10]([C:35]([NH:37][CH2:38][CH3:39])=[O:36])[NH:11][C:12](=O)[CH2:13][CH2:14][CH2:15][C:16]2[CH:21]=[CH:20][N:19]=[C:18]([C:22]3[CH:27]=[CH:26][C:25]([O:28][CH2:29][CH3:30])=[C:24]([CH2:31][C:32]#[N:33])[CH:23]=3)[N:17]=2)=[CH:7][CH:6]=1)([CH3:4])([CH3:3])[CH3:2].C12(CS(O)(=O)=O)C(C)(C)C(CC1)CC2=O.